This data is from Full USPTO retrosynthesis dataset with 1.9M reactions from patents (1976-2016). The task is: Predict the reactants needed to synthesize the given product. (1) Given the product [CH2:1]([O:3][C:4](=[O:18])[CH2:5][C:6]1[C:10]2[CH:11]=[C:12]([CH2:15][N:20]([CH3:21])[CH3:19])[CH:13]=[CH:14][C:9]=2[O:8][C:7]=1[CH3:17])[CH3:2], predict the reactants needed to synthesize it. The reactants are: [CH2:1]([O:3][C:4](=[O:18])[CH2:5][C:6]1[C:10]2[CH:11]=[C:12]([CH:15]=O)[CH:13]=[CH:14][C:9]=2[O:8][C:7]=1[CH3:17])[CH3:2].[CH3:19][NH:20][CH3:21].C(O)(=O)C.[BH3-]C#N.[Na+]. (2) Given the product [ClH:21].[ClH:52].[C:22]1([CH:14]([N:11]2[CH2:12][CH2:13][N:8]([CH2:7][CH2:6][O:5][CH2:4][C:3]([OH:28])=[O:36])[CH2:9][CH2:10]2)[C:15]2[CH:16]=[CH:17][C:18]([Cl:21])=[CH:19][CH:20]=2)[CH:27]=[CH:26][CH:25]=[CH:24][CH:23]=1, predict the reactants needed to synthesize it. The reactants are: CN(C)[C:3](=[O:28])[CH2:4][O:5][CH2:6][CH2:7][N:8]1[CH2:13][CH2:12][N:11]([CH:14]([C:22]2[CH:27]=[CH:26][CH:25]=[CH:24][CH:23]=2)[C:15]2[CH:20]=[CH:19][C:18]([Cl:21])=[CH:17][CH:16]=2)[CH2:10][CH2:9]1.C(N(CC=C)C(=O)C[O:36]CCN1CCN(C(C2C=CC=CC=2)C2C=CC([Cl:52])=CC=2)CC1)C=C. (3) Given the product [NH2:27][C:11]1[CH:12]=[C:13]([O:16][Si:17]([CH:21]([CH3:23])[CH3:22])([CH:24]([CH3:26])[CH3:25])[CH:18]([CH3:19])[CH3:20])[CH:14]=[CH:15][C:10]=1[C:9]([NH:8][C:5]1[CH:4]=[CH:3][C:2]([Cl:1])=[CH:7][CH:6]=1)=[O:30], predict the reactants needed to synthesize it. The reactants are: [Cl:1][C:2]1[CH:7]=[CH:6][C:5]([NH:8][C:9](=[O:30])[C:10]2[CH:15]=[CH:14][C:13]([O:16][Si:17]([CH:24]([CH3:26])[CH3:25])([CH:21]([CH3:23])[CH3:22])[CH:18]([CH3:20])[CH3:19])=[CH:12][C:11]=2[N+:27]([O-])=O)=[CH:4][CH:3]=1.O.O.[Sn](Cl)Cl. (4) Given the product [CH2:13]([N:8]([C@@H:1]([C:2]1[CH:3]=[CH:4][CH:5]=[CH:6][CH:7]=1)[CH2:40][OH:39])[CH2:9][CH2:10][C:11]#[N:12])[C:14]1[CH:15]=[CH:20][CH:19]=[CH:18][CH:17]=1, predict the reactants needed to synthesize it. The reactants are: [CH2:1]([N:8]([CH2:13][C@H:14](Cl)[C:15]1[CH:20]=[CH:19][CH:18]=[CH:17]C=1)[CH2:9][CH2:10][C:11]#[N:12])[C:2]1[CH:7]=[CH:6][CH:5]=[CH:4][CH:3]=1.C1(C)C=CC=CC=1.C[Si](C)(C)[N-][Si](C)(C)C.[Na+].[O:39]1CCC[CH2:40]1. (5) Given the product [ClH:1].[Cl:1][C:2]1[CH:7]=[C:6]([F:8])[CH:5]=[CH:4][C:3]=1[C:9]1[S:13][C:12]([C:14]([N:16]2[CH2:21][CH2:20][C:19]([C:30]([NH2:32])=[O:31])([N:22]3[CH2:23][CH2:24][C:25]([F:28])([F:29])[CH2:26][CH2:27]3)[CH2:18][CH2:17]2)=[O:15])=[CH:11][C:10]=1[C:33]1[CH:34]=[CH:35][C:36]([O:39][CH2:40][CH2:41][CH2:42][OH:43])=[CH:37][CH:38]=1, predict the reactants needed to synthesize it. The reactants are: [Cl:1][C:2]1[CH:7]=[C:6]([F:8])[CH:5]=[CH:4][C:3]=1[C:9]1[S:13][C:12]([C:14]([N:16]2[CH2:21][CH2:20][C:19]([C:30]([NH2:32])=[O:31])([N:22]3[CH2:27][CH2:26][C:25]([F:29])([F:28])[CH2:24][CH2:23]3)[CH2:18][CH2:17]2)=[O:15])=[CH:11][C:10]=1[C:33]1[CH:38]=[CH:37][C:36]([O:39][CH2:40][CH2:41][CH2:42][O:43]C2CCCCO2)=[CH:35][CH:34]=1.Cl. (6) Given the product [CH:1]1([C:4]2[CH:9]=[CH:8][C:7]([S:10]([F:14])(=[O:12])=[O:11])=[CH:6][CH:5]=2)[CH2:3][CH2:2]1, predict the reactants needed to synthesize it. The reactants are: [CH:1]1([C:4]2[CH:9]=[CH:8][C:7]([S:10](Cl)(=[O:12])=[O:11])=[CH:6][CH:5]=2)[CH2:3][CH2:2]1.[F-:14].[K+]. (7) Given the product [ClH:19].[N:1]1([C:6]2[CH:7]=[CH:8][C:9]([C:12]3[N:17]=[C:16]([C:18]([Cl:20])([Cl:19])[Cl:21])[N:15]=[C:14]([N:22]4[CH2:27][CH:26]5[CH2:28][CH2:29][CH:23]4[CH2:24][NH:25]5)[N:13]=3)=[CH:10][CH:11]=2)[CH2:5][CH2:4][CH2:3][CH2:2]1, predict the reactants needed to synthesize it. The reactants are: [N:1]1([C:6]2[CH:11]=[CH:10][C:9]([C:12]3[N:17]=[C:16]([C:18]([Cl:21])([Cl:20])[Cl:19])[N:15]=[C:14]([N:22]4[CH2:27][CH:26]5[CH2:28][CH2:29][CH:23]4[CH2:24][N:25]5C(OC(C)(C)C)=O)[N:13]=3)=[CH:8][CH:7]=2)[CH2:5][CH2:4][CH2:3][CH2:2]1.Cl.O1CCOCC1.